From a dataset of NCI-60 drug combinations with 297,098 pairs across 59 cell lines. Regression. Given two drug SMILES strings and cell line genomic features, predict the synergy score measuring deviation from expected non-interaction effect. (1) Drug 1: CC(C1=C(C=CC(=C1Cl)F)Cl)OC2=C(N=CC(=C2)C3=CN(N=C3)C4CCNCC4)N. Drug 2: CC1C(C(CC(O1)OC2CC(CC3=C2C(=C4C(=C3O)C(=O)C5=CC=CC=C5C4=O)O)(C(=O)C)O)N)O. Cell line: SK-MEL-28. Synergy scores: CSS=40.5, Synergy_ZIP=1.35, Synergy_Bliss=0.291, Synergy_Loewe=-21.1, Synergy_HSA=-2.55. (2) Drug 1: CN(C)C1=NC(=NC(=N1)N(C)C)N(C)C. Drug 2: C1CN(P(=O)(OC1)NCCCl)CCCl. Cell line: SK-MEL-28. Synergy scores: CSS=-4.21, Synergy_ZIP=2.04, Synergy_Bliss=2.00, Synergy_Loewe=-3.33, Synergy_HSA=-2.59.